This data is from Full USPTO retrosynthesis dataset with 1.9M reactions from patents (1976-2016). The task is: Predict the reactants needed to synthesize the given product. (1) Given the product [F:1][C:2]1[C:3]([CH3:26])=[C:4]([C:8]2([C:22]([O:24][CH3:25])=[O:23])[CH2:13][CH:12]=[C:11]([C:34]3[CH:35]=[C:36]4[C:31](=[CH:32][CH:33]=3)[N:30]=[CH:29][CH:28]=[N:27]4)[CH2:10][CH2:9]2)[CH:5]=[CH:6][CH:7]=1, predict the reactants needed to synthesize it. The reactants are: [F:1][C:2]1[C:3]([CH3:26])=[C:4]([C:8]2([C:22]([O:24][CH3:25])=[O:23])[CH2:13][CH:12]=[C:11](OS(C(F)(F)F)(=O)=O)[CH2:10][CH2:9]2)[CH:5]=[CH:6][CH:7]=1.[N:27]1[C:36]2[C:31](=[CH:32][C:33](B(O)O)=[CH:34][CH:35]=2)[N:30]=[CH:29][CH:28]=1.Cl.[F-].[Cs+]. (2) The reactants are: [NH2:1][C:2]1([CH2:18][CH2:19][OH:20])[C:15]2[C:10](=[N:11][CH:12]=[C:13]([Br:16])[CH:14]=2)[O:9][C:8]2[C:3]1=[CH:4][C:5]([I:17])=[CH:6][CH:7]=2.[N+:21]([C:24]1[CH:34]=[CH:33][C:27]([C:28]([N:30]=[C:31]=[S:32])=[O:29])=[CH:26][CH:25]=1)([O-:23])=[O:22]. Given the product [Br:16][C:13]1[CH:14]=[C:15]2[C:2]([NH:1][C:31]([NH:30][C:28](=[O:29])[C:27]3[CH:26]=[CH:25][C:24]([N+:21]([O-:23])=[O:22])=[CH:34][CH:33]=3)=[S:32])([CH2:18][CH2:19][OH:20])[C:3]3[C:8](=[CH:7][CH:6]=[C:5]([I:17])[CH:4]=3)[O:9][C:10]2=[N:11][CH:12]=1, predict the reactants needed to synthesize it.